Dataset: Buchwald-Hartwig C-N cross coupling reaction yields with 55,370 reactions. Task: Predict the reaction yield, written as a fraction of the theoretical maximum amount of product (1.0 means a 100% yield; for example, 0.34 means a 34% yield). The reactants are CCc1ccc(Cl)cc1.Cc1ccc(N)cc1.O=S(=O)(O[Pd]1c2ccccc2-c2ccccc2N~1)C(F)(F)F.COc1ccc(OC)c(P(C(C)(C)C)C(C)(C)C)c1-c1c(C(C)C)cc(C(C)C)cc1C(C)C.CCN=P(N=P(N(C)C)(N(C)C)N(C)C)(N(C)C)N(C)C.c1ccc(-c2cnoc2)cc1. No catalyst specified. The product is CCc1ccc(Nc2ccc(C)cc2)cc1. The yield is 0.0385.